Predict the reactants needed to synthesize the given product. From a dataset of Full USPTO retrosynthesis dataset with 1.9M reactions from patents (1976-2016). Given the product [CH3:31][N:32]([CH2:33][CH2:34][CH2:35][C:20]1([C:17]2[CH:18]=[CH:19][C:14]([F:13])=[CH:15][CH:16]=2)[O:21][CH2:22][C:23]2[CH:24]=[C:25]([C:29]#[N:30])[CH:26]=[CH:27][C:28]1=2)[CH3:37], predict the reactants needed to synthesize it. The reactants are: C(NC(C)C)(C)C.C([Li])CCC.[F:13][C:14]1[CH:19]=[CH:18][C:17]([CH:20]2[C:28]3[C:23](=[CH:24][C:25]([C:29]#[N:30])=[CH:26][CH:27]=3)[CH2:22][O:21]2)=[CH:16][CH:15]=1.[CH3:31][N:32]([CH3:37])[CH2:33][CH2:34][CH2:35]Cl.